Regression. Given two drug SMILES strings and cell line genomic features, predict the synergy score measuring deviation from expected non-interaction effect. From a dataset of NCI-60 drug combinations with 297,098 pairs across 59 cell lines. (1) Drug 1: C1=CC(=CC=C1CC(C(=O)O)N)N(CCCl)CCCl.Cl. Drug 2: C(CCl)NC(=O)N(CCCl)N=O. Cell line: SF-268. Synergy scores: CSS=23.9, Synergy_ZIP=1.18, Synergy_Bliss=7.68, Synergy_Loewe=0.624, Synergy_HSA=5.15. (2) Drug 1: CC1=CC2C(CCC3(C2CCC3(C(=O)C)OC(=O)C)C)C4(C1=CC(=O)CC4)C. Drug 2: COC1=NC(=NC2=C1N=CN2C3C(C(C(O3)CO)O)O)N. Cell line: UO-31. Synergy scores: CSS=2.44, Synergy_ZIP=-0.435, Synergy_Bliss=0.385, Synergy_Loewe=0.463, Synergy_HSA=0.0543.